This data is from Full USPTO retrosynthesis dataset with 1.9M reactions from patents (1976-2016). The task is: Predict the reactants needed to synthesize the given product. (1) Given the product [Br:11][C:8]1[CH:9]=[CH:10][C:5]([CH:2]([NH:1][C:13]([NH:12][C:15]2[CH:16]=[CH:17][C:18]([C:21]3[N:25]=[CH:24][N:23]([C:26]4[CH:31]=[CH:30][C:29]([O:32][C:33]([F:36])([F:34])[F:35])=[CH:28][CH:27]=4)[N:22]=3)=[CH:19][CH:20]=2)=[S:14])[CH2:3][OH:4])=[CH:6][CH:7]=1, predict the reactants needed to synthesize it. The reactants are: [NH2:1][CH:2]([C:5]1[CH:10]=[CH:9][C:8]([Br:11])=[CH:7][CH:6]=1)[CH2:3][OH:4].[N:12]([C:15]1[CH:20]=[CH:19][C:18]([C:21]2[N:25]=[CH:24][N:23]([C:26]3[CH:31]=[CH:30][C:29]([O:32][C:33]([F:36])([F:35])[F:34])=[CH:28][CH:27]=3)[N:22]=2)=[CH:17][CH:16]=1)=[C:13]=[S:14]. (2) Given the product [F:1][C:2]1[CH:11]=[C:10]([C:12]2[N:16]=[C:15]([C:17]3[CH:22]=[CH:21][C:20]([C:23]4[CH:28]=[CH:27][CH:26]=[CH:25][C:24]=4[CH3:29])=[C:19]([CH2:30][O:31][CH2:2][CH:3]([CH3:8])[CH3:4])[CH:18]=3)[O:14][N:13]=2)[CH:9]=[CH:8][C:3]=1[C:4]([OH:6])=[O:5], predict the reactants needed to synthesize it. The reactants are: [F:1][C:2]1[CH:11]=[C:10]([C:12]2[N:16]=[C:15]([C:17]3[CH:22]=[CH:21][C:20]([C:23]4[CH:28]=[CH:27][CH:26]=[CH:25][C:24]=4[CH3:29])=[C:19]([CH2:30][O:31]S(C)(=O)=O)[CH:18]=3)[O:14][N:13]=2)[CH:9]=[CH:8][C:3]=1[C:4]([O:6]C)=[O:5].[OH-].[Na+].Cl. (3) Given the product [CH3:2][C:3]1[CH:8]=[C:7]([N:9]([CH3:21])[CH2:10][C:11]2[CH:12]=[CH:13][C:14]([C:17]([F:18])([F:19])[F:20])=[CH:15][CH:16]=2)[CH:6]=[C:5]([CH3:22])[C:4]=1[NH2:23], predict the reactants needed to synthesize it. The reactants are: Cl.[CH3:2][C:3]1[CH:8]=[C:7]([N:9]([CH3:21])[CH2:10][C:11]2[CH:16]=[CH:15][C:14]([C:17]([F:20])([F:19])[F:18])=[CH:13][CH:12]=2)[CH:6]=[C:5]([CH3:22])[C:4]=1[NH:23]C(=O)C.[OH-].[K+].